Dataset: Catalyst prediction with 721,799 reactions and 888 catalyst types from USPTO. Task: Predict which catalyst facilitates the given reaction. (1) Reactant: [CH3:1][N:2]([CH2:13][CH2:14][C:15]1[O:16][C:17]([C:26]2[CH:31]=[CH:30][C:29]([S:32]([NH2:35])(=[O:34])=[O:33])=[CH:28][CH:27]=2)=[C:18]([C:20]2[CH:25]=[CH:24][CH:23]=[CH:22][CH:21]=2)[N:19]=1)C(OCC1C=CC=CC=1)=O.C(O)(=O)C. The catalyst class is: 19. Product: [CH3:1][NH:2][CH2:13][CH2:14][C:15]1[O:16][C:17]([C:26]2[CH:27]=[CH:28][C:29]([S:32]([NH2:35])(=[O:33])=[O:34])=[CH:30][CH:31]=2)=[C:18]([C:20]2[CH:21]=[CH:22][CH:23]=[CH:24][CH:25]=2)[N:19]=1. (2) Reactant: [C:1]1([C:7]([C:15]2[CH:20]=[CH:19][CH:18]=[CH:17][CH:16]=2)([C:9]2[CH:14]=[CH:13][CH:12]=[CH:11][CH:10]=2)Cl)[CH:6]=[CH:5][CH:4]=[CH:3][CH:2]=1.[NH2:21][CH:22](O)[CH3:23].[OH2:25]. Product: [C:1]1([C:7]([NH:21][CH2:22][CH2:23][OH:25])([C:15]2[CH:20]=[CH:19][CH:18]=[CH:17][CH:16]=2)[C:9]2[CH:14]=[CH:13][CH:12]=[CH:11][CH:10]=2)[CH:6]=[CH:5][CH:4]=[CH:3][CH:2]=1. The catalyst class is: 10. (3) Reactant: [Br:1]N1C(=O)CCC1=O.[C:9]([C:13]1[CH:18]=[C:17]([NH2:19])[CH:16]=[CH:15][N:14]=1)([CH3:12])([CH3:11])[CH3:10]. Product: [Br:1][C:16]1[CH:15]=[N:14][C:13]([C:9]([CH3:12])([CH3:10])[CH3:11])=[CH:18][C:17]=1[NH2:19]. The catalyst class is: 10.